Dataset: NCI-60 drug combinations with 297,098 pairs across 59 cell lines. Task: Regression. Given two drug SMILES strings and cell line genomic features, predict the synergy score measuring deviation from expected non-interaction effect. (1) Drug 1: CNC(=O)C1=CC=CC=C1SC2=CC3=C(C=C2)C(=NN3)C=CC4=CC=CC=N4. Drug 2: CC1CCC2CC(C(=CC=CC=CC(CC(C(=O)C(C(C(=CC(C(=O)CC(OC(=O)C3CCCCN3C(=O)C(=O)C1(O2)O)C(C)CC4CCC(C(C4)OC)OCCO)C)C)O)OC)C)C)C)OC. Cell line: NCIH23. Synergy scores: CSS=9.07, Synergy_ZIP=-4.37, Synergy_Bliss=-5.40, Synergy_Loewe=-18.4, Synergy_HSA=-6.11. (2) Drug 1: CC1C(C(CC(O1)OC2CC(CC3=C2C(=C4C(=C3O)C(=O)C5=C(C4=O)C(=CC=C5)OC)O)(C(=O)C)O)N)O.Cl. Drug 2: CC1=C2C(C(=O)C3(C(CC4C(C3C(C(C2(C)C)(CC1OC(=O)C(C(C5=CC=CC=C5)NC(=O)OC(C)(C)C)O)O)OC(=O)C6=CC=CC=C6)(CO4)OC(=O)C)O)C)O. Cell line: MDA-MB-231. Synergy scores: CSS=24.1, Synergy_ZIP=-12.0, Synergy_Bliss=-7.92, Synergy_Loewe=-14.4, Synergy_HSA=-6.18. (3) Drug 1: C1=CC=C(C=C1)NC(=O)CCCCCCC(=O)NO. Drug 2: N.N.Cl[Pt+2]Cl. Cell line: UO-31. Synergy scores: CSS=17.2, Synergy_ZIP=-8.26, Synergy_Bliss=-2.97, Synergy_Loewe=-9.36, Synergy_HSA=0.0221. (4) Drug 1: C1=NC2=C(N1)C(=S)N=C(N2)N. Drug 2: CC(C)(C#N)C1=CC(=CC(=C1)CN2C=NC=N2)C(C)(C)C#N. Cell line: MALME-3M. Synergy scores: CSS=11.5, Synergy_ZIP=-7.58, Synergy_Bliss=-3.85, Synergy_Loewe=-6.12, Synergy_HSA=-5.57.